This data is from NCI-60 drug combinations with 297,098 pairs across 59 cell lines. The task is: Regression. Given two drug SMILES strings and cell line genomic features, predict the synergy score measuring deviation from expected non-interaction effect. (1) Synergy scores: CSS=39.7, Synergy_ZIP=-11.0, Synergy_Bliss=-14.2, Synergy_Loewe=-5.88, Synergy_HSA=-5.42. Drug 2: CC1CCC2CC(C(=CC=CC=CC(CC(C(=O)C(C(C(=CC(C(=O)CC(OC(=O)C3CCCCN3C(=O)C(=O)C1(O2)O)C(C)CC4CCC(C(C4)OC)O)C)C)O)OC)C)C)C)OC. Cell line: UACC62. Drug 1: C1=C(C(=O)NC(=O)N1)F. (2) Drug 1: CC1=C2C(C(=O)C3(C(CC4C(C3C(C(C2(C)C)(CC1OC(=O)C(C(C5=CC=CC=C5)NC(=O)OC(C)(C)C)O)O)OC(=O)C6=CC=CC=C6)(CO4)OC(=O)C)O)C)O. Drug 2: CC1=C(C(=O)C2=C(C1=O)N3CC4C(C3(C2COC(=O)N)OC)N4)N. Synergy scores: CSS=22.2, Synergy_ZIP=-7.18, Synergy_Bliss=-6.60, Synergy_Loewe=-1.95, Synergy_HSA=-0.909. Cell line: MCF7. (3) Drug 1: C1=CC(=C2C(=C1NCCNCCO)C(=O)C3=C(C=CC(=C3C2=O)O)O)NCCNCCO. Drug 2: CNC(=O)C1=NC=CC(=C1)OC2=CC=C(C=C2)NC(=O)NC3=CC(=C(C=C3)Cl)C(F)(F)F. Cell line: BT-549. Synergy scores: CSS=49.8, Synergy_ZIP=-0.230, Synergy_Bliss=1.82, Synergy_Loewe=-1.46, Synergy_HSA=3.39. (4) Drug 1: CCC1=CC2CC(C3=C(CN(C2)C1)C4=CC=CC=C4N3)(C5=C(C=C6C(=C5)C78CCN9C7C(C=CC9)(C(C(C8N6C)(C(=O)OC)O)OC(=O)C)CC)OC)C(=O)OC.C(C(C(=O)O)O)(C(=O)O)O. Drug 2: CC1C(C(CC(O1)OC2CC(OC(C2O)C)OC3=CC4=CC5=C(C(=O)C(C(C5)C(C(=O)C(C(C)O)O)OC)OC6CC(C(C(O6)C)O)OC7CC(C(C(O7)C)O)OC8CC(C(C(O8)C)O)(C)O)C(=C4C(=C3C)O)O)O)O. Cell line: MOLT-4. Synergy scores: CSS=90.4, Synergy_ZIP=20.5, Synergy_Bliss=22.0, Synergy_Loewe=13.6, Synergy_HSA=19.5. (5) Drug 1: C1=NC2=C(N1)C(=S)N=C(N2)N. Drug 2: CCCCCOC(=O)NC1=NC(=O)N(C=C1F)C2C(C(C(O2)C)O)O. Cell line: MDA-MB-435. Synergy scores: CSS=9.15, Synergy_ZIP=-6.33, Synergy_Bliss=1.31, Synergy_Loewe=-21.8, Synergy_HSA=-1.61. (6) Drug 1: C1=NC2=C(N=C(N=C2N1C3C(C(C(O3)CO)O)F)Cl)N. Drug 2: CC1CCCC2(C(O2)CC(NC(=O)CC(C(C(=O)C(C1O)C)(C)C)O)C(=CC3=CSC(=N3)C)C)C. Cell line: 786-0. Synergy scores: CSS=51.3, Synergy_ZIP=0.742, Synergy_Bliss=-0.0410, Synergy_Loewe=-3.58, Synergy_HSA=1.90. (7) Drug 1: CC1CCC2CC(C(=CC=CC=CC(CC(C(=O)C(C(C(=CC(C(=O)CC(OC(=O)C3CCCCN3C(=O)C(=O)C1(O2)O)C(C)CC4CCC(C(C4)OC)O)C)C)O)OC)C)C)C)OC. Drug 2: CS(=O)(=O)OCCCCOS(=O)(=O)C. Cell line: ACHN. Synergy scores: CSS=25.5, Synergy_ZIP=-3.78, Synergy_Bliss=0.665, Synergy_Loewe=-0.722, Synergy_HSA=0.584. (8) Drug 1: CS(=O)(=O)CCNCC1=CC=C(O1)C2=CC3=C(C=C2)N=CN=C3NC4=CC(=C(C=C4)OCC5=CC(=CC=C5)F)Cl. Drug 2: C1C(C(OC1N2C=NC3=C2NC=NCC3O)CO)O. Cell line: TK-10. Synergy scores: CSS=25.0, Synergy_ZIP=-5.66, Synergy_Bliss=2.92, Synergy_Loewe=-2.61, Synergy_HSA=0.465.